This data is from Forward reaction prediction with 1.9M reactions from USPTO patents (1976-2016). The task is: Predict the product of the given reaction. (1) Given the reactants [N:1]1([C:9]([O:11][C:12]([CH3:15])([CH3:14])[CH3:13])=[O:10])[CH2:8][CH2:7][CH2:6][C@H:2]1[C:3]([OH:5])=O.[NH:16]([C:25]([O:27]C(C)(C)C)=O)[C@H:17]([C:22]([OH:24])=O)[CH2:18][CH2:19][CH2:20]C.[NH2:32][C@H:33]([C:49]([O:51]CC1C=CC=CC=1)=O)[CH2:34][C:35]1[CH:40]=[CH:39][C:38]([O:41][CH2:42][C:43]2[CH:48]=[CH:47][CH:46]=[CH:45][CH:44]=2)=[CH:37][CH:36]=1.Cl, predict the reaction product. The product is: [N:1]1([C:9]([O:11][C:12]([CH3:15])([CH3:14])[CH3:13])=[O:10])[CH2:8][CH2:7][CH2:6][C@H:2]1[C:3]([NH:32][C@H:33]([C:25]([N:16]1[CH2:20][CH2:19][CH2:18][C@H:17]1[C:22]([NH:32][C@H:33]([C:49]([CH2:42][C:43]1[CH:44]=[CH:45][CH:46]=[CH:47][CH:48]=1)=[O:51])[CH2:34][C:35]1[CH:36]=[CH:37][C:38]([O:41][CH2:42][C:43]2[CH:44]=[CH:45][CH:46]=[CH:47][CH:48]=2)=[CH:39][CH:40]=1)=[O:24])=[O:27])[CH2:34][CH2:35][CH2:36][CH3:37])=[O:5]. (2) Given the reactants [OH:1][C:2]1[CH:3]=[CH:4][C:5]2[S:10][C:9]([C:11]3[CH:16]=[CH:15][CH:14]=[CH:13][N:12]=3)=[N:8][C:7](=[O:17])[C:6]=2[CH:18]=1.Br[CH2:20][C:21]([O:23][C:24]([CH3:27])([CH3:26])[CH3:25])=[O:22].C(=O)([O-])[O-].[K+].[K+].CN(C=O)C, predict the reaction product. The product is: [O:17]=[C:7]1[C:6]2[CH:18]=[C:2]([O:1][CH2:20][C:21]([O:23][C:24]([CH3:27])([CH3:26])[CH3:25])=[O:22])[CH:3]=[CH:4][C:5]=2[S:10][C:9]([C:11]2[CH:16]=[CH:15][CH:14]=[CH:13][N:12]=2)=[N:8]1. (3) Given the reactants [CH:1]1([C:7]2[C:8]3[CH:25]=[CH:24][C:23]([C:26]([O:28][CH2:29][CH3:30])=[O:27])=[N:22][C:9]=3[N:10]3[C:16]=2[C:15]2[CH:17]=[CH:18][CH:19]=[CH:20][C:14]=2[NH:13][C:12](=O)[CH2:11]3)[CH2:6][CH2:5][CH2:4][CH2:3][CH2:2]1.C(=O)([O-])O.[Na+], predict the reaction product. The product is: [CH:1]1([C:7]2[C:8]3[CH:25]=[CH:24][C:23]([C:26]([O:28][CH2:29][CH3:30])=[O:27])=[N:22][C:9]=3[N:10]3[C:16]=2[C:15]2[CH:17]=[CH:18][CH:19]=[CH:20][C:14]=2[NH:13][CH2:12][CH2:11]3)[CH2:2][CH2:3][CH2:4][CH2:5][CH2:6]1. (4) Given the reactants [OH:1][C:2]1[C:11]([O:12][C:13]([C:15]2[CH:20]=[CH:19][CH:18]=[CH:17][CH:16]=2)=[O:14])=[CH:10][CH:9]=[CH:8][C:3]=1[C:4]([O:6][CH3:7])=[O:5].[Br:21][CH2:22][CH2:23]Br.C(=O)([O-])[O-].[Cs+].[Cs+], predict the reaction product. The product is: [Br:21][CH2:22][CH2:23][O:1][C:2]1[C:11]([O:12][C:13]([C:15]2[CH:20]=[CH:19][CH:18]=[CH:17][CH:16]=2)=[O:14])=[CH:10][CH:9]=[CH:8][C:3]=1[C:4]([O:6][CH3:7])=[O:5]. (5) The product is: [N:1]1[CH:2]=[CH:3][C:4]([CH:15]([NH2:16])[CH3:14])=[CH:5][CH:6]=1. Given the reactants [N:1]1[CH:6]=[CH:5][CH:4]=[C:3](C(N)C)[CH:2]=1.C(C1C=C[N:16]=[CH:15][CH:14]=1)(=O)C.N.CO.C([BH3-])#N.[Na+], predict the reaction product. (6) Given the reactants [CH3:1][N:2]([CH2:4][CH:5]([C:13]1([OH:19])[CH2:18][CH2:17][CH2:16][CH2:15][CH2:14]1)[C:6]1[CH:7]=[CH:8][C:9]([OH:12])=[CH:10][CH:11]=1)[CH3:3].[C:20]([OH:27])(=[O:26])/[CH:21]=[CH:22]/[C:23]([OH:25])=[O:24].C(O)(C)C, predict the reaction product. The product is: [CH3:1][N:2]([CH2:4][CH:5]([C:13]1([OH:19])[CH2:18][CH2:17][CH2:16][CH2:15][CH2:14]1)[C:6]1[CH:11]=[CH:10][C:9]([OH:12])=[CH:8][CH:7]=1)[CH3:3].[CH:21](/[C:20]([OH:27])=[O:26])=[CH:22]\[C:23]([OH:25])=[O:24].